From a dataset of Catalyst prediction with 721,799 reactions and 888 catalyst types from USPTO. Predict which catalyst facilitates the given reaction. Reactant: Br[C:2]1[CH:7]=[CH:6][C:5]([O:8][CH3:9])=[CH:4][C:3]=1[CH3:10].[Li]CCCC.[B:16](OC)([O:19]C)[O:17]C. Product: [CH3:10][C:3]1[CH:4]=[C:5]([O:8][CH3:9])[CH:6]=[CH:7][C:2]=1[B:16]([OH:19])[OH:17]. The catalyst class is: 1.